From a dataset of Reaction yield outcomes from USPTO patents with 853,638 reactions. Predict the reaction yield, written as a fraction of the theoretical maximum amount of product (1.0 means a 100% yield; for example, 0.34 means a 34% yield). (1) The reactants are [CH2:1]([C:4]1([CH:20]([CH3:22])[CH3:21])[O:9][C:8](=[O:10])[N:7]([C@H:11]([C:13]2[CH:18]=[CH:17][C:16]([Br:19])=[CH:15][CH:14]=2)[CH3:12])[CH2:6][CH2:5]1)[CH:2]=[CH2:3].B.C1C[O:27]CC1. The catalyst is C1COCC1. The product is [Br:19][C:16]1[CH:15]=[CH:14][C:13]([C@@H:11]([N:7]2[CH2:6][CH2:5][C:4]([CH2:1][CH2:2][CH2:3][OH:27])([CH:20]([CH3:22])[CH3:21])[O:9][C:8]2=[O:10])[CH3:12])=[CH:18][CH:17]=1. The yield is 0.220. (2) The reactants are [O:1]1[C:5]2[CH:6]=[CH:7][C:8]([C:10]([OH:12])=O)=[CH:9][C:4]=2[O:3][CH2:2]1.[NH2:13][CH:14]([CH2:17][CH2:18][CH3:19])[CH2:15][OH:16]. No catalyst specified. The product is [OH:16][CH2:15][CH:14]([NH:13][C:10]([C:8]1[CH:7]=[CH:6][C:5]2[O:1][CH2:2][O:3][C:4]=2[CH:9]=1)=[O:12])[CH2:17][CH2:18][CH3:19]. The yield is 0.760.